From a dataset of Full USPTO retrosynthesis dataset with 1.9M reactions from patents (1976-2016). Predict the reactants needed to synthesize the given product. (1) Given the product [NH2:8][C:9]1[CH:14]=[CH:13][C:12]([CH2:15][C:16]([N:18]([CH3:35])[C@@H:19]([C:26]2[CH:31]=[CH:30][CH:29]=[C:28]([N+:32]([O-:34])=[O:33])[CH:27]=2)[CH2:20][N:21]2[CH2:25][CH2:24][CH2:23][CH2:22]2)=[O:17])=[CH:11][CH:10]=1.[ClH:36], predict the reactants needed to synthesize it. The reactants are: C(OC([NH:8][C:9]1[CH:14]=[CH:13][C:12]([CH2:15][C:16]([N:18]([CH3:35])[C@@H:19]([C:26]2[CH:31]=[CH:30][CH:29]=[C:28]([N+:32]([O-:34])=[O:33])[CH:27]=2)[CH2:20][N:21]2[CH2:25][CH2:24][CH2:23][CH2:22]2)=[O:17])=[CH:11][CH:10]=1)=O)CCC.[ClH:36].[OH-].[Na+]. (2) Given the product [OH:25][C:22]1[CH:23]=[CH:24][C:19]([N:12]2[CH2:11][CH2:10][CH:9]([O:8][C:7]3[CH:15]=[CH:16][C:4]([O:3][C:2]([F:1])([F:17])[F:18])=[CH:5][CH:6]=3)[CH2:14][CH2:13]2)=[CH:20][CH:21]=1, predict the reactants needed to synthesize it. The reactants are: [F:1][C:2]([F:18])([F:17])[O:3][C:4]1[CH:16]=[CH:15][C:7]([O:8][CH:9]2[CH2:14][CH2:13][NH:12][CH2:11][CH2:10]2)=[CH:6][CH:5]=1.[C:19]1(=O)[CH2:24][CH2:23][C:22](=[O:25])[CH2:21][CH2:20]1. (3) Given the product [CH3:1][C:2]([CH3:33])([CH3:32])[CH2:3][C:4]([NH:6][C:7]1[CH:8]=[C:9]2[C:13](=[CH:14][CH:15]=1)[N:12]([CH2:16][C:17]1[CH:22]=[CH:21][CH:20]=[CH:19][C:18]=1[C:23]([F:24])([F:25])[F:26])[C:11]([C:27]([OH:29])=[O:28])=[CH:10]2)=[O:5], predict the reactants needed to synthesize it. The reactants are: [CH3:1][C:2]([CH3:33])([CH3:32])[CH2:3][C:4]([NH:6][C:7]1[CH:8]=[C:9]2[C:13](=[CH:14][CH:15]=1)[N:12]([CH2:16][C:17]1[CH:22]=[CH:21][CH:20]=[CH:19][C:18]=1[C:23]([F:26])([F:25])[F:24])[C:11]([C:27]([O:29]CC)=[O:28])=[CH:10]2)=[O:5].[OH-].[Li+]. (4) Given the product [CH2:16]([N:18]1[C:22]2=[N:23][C:24]([C:33]([F:36])([F:34])[F:35])=[C:25]([C:28]([O:30][CH2:31][CH3:32])=[O:29])[C:26]([O:6][S:7]([C:10]([F:11])([F:12])[F:13])(=[O:8])=[O:9])=[C:21]2[CH:20]=[N:19]1)[CH3:17], predict the reactants needed to synthesize it. The reactants are: FC(F)(F)S([O:6][S:7]([C:10]([F:13])([F:12])[F:11])(=[O:9])=[O:8])(=O)=O.[CH2:16]([N:18]1[C:22]2=[N:23][C:24]([C:33]([F:36])([F:35])[F:34])=[C:25]([C:28]([O:30][CH2:31][CH3:32])=[O:29])[C:26](O)=[C:21]2[CH:20]=[N:19]1)[CH3:17].C(OCC)(=O)CC(OCC)=O.C(N(CC)CC)C. (5) Given the product [CH2:1]([O:3][C:4](=[O:17])[CH2:5][CH2:6][C:7]1[CH:16]=[CH:15][C:14]2[CH2:13][CH2:12][CH2:11][NH:10][C:9]=2[N:8]=1)[CH3:2], predict the reactants needed to synthesize it. The reactants are: [CH2:1]([O:3][C:4](=[O:17])[CH:5]=[CH:6][C:7]1[CH:16]=[CH:15][C:14]2[CH2:13][CH2:12][CH2:11][NH:10][C:9]=2[N:8]=1)[CH3:2].[H][H].